Dataset: Reaction yield outcomes from USPTO patents with 853,638 reactions. Task: Predict the reaction yield, written as a fraction of the theoretical maximum amount of product (1.0 means a 100% yield; for example, 0.34 means a 34% yield). (1) The reactants are Br[CH2:2][C:3]1[CH:4]=[C:5]([CH:10]=[CH:11][C:12]=1[C:13]#[N:14])[C:6]([O:8][CH3:9])=[O:7].[O:15]=[C:16]1[C:25]2[C:20](=[CH:21][CH:22]=[CH:23][CH:24]=2)[C:19]2[CH2:19][C:20]3[C:25]([C:16](OC)=[O:15])=[CH:24][CH:23]=[CH:22][C:21]=3C=2N1. No catalyst specified. The product is [O:15]=[C:16]1[C:25]2[C:20](=[CH:21][CH:22]=[CH:23][CH:24]=2)[C:19]2[CH2:2][C:3]3[CH:4]=[C:5]([C:6]([O:8][CH3:9])=[O:7])[CH:10]=[CH:11][C:12]=3[C:13]=2[NH:14]1. The yield is 0.650. (2) The reactants are Cl[C:2]1[N:7]2[N:8]=[CH:9][CH:10]=[C:6]2[N:5]=[C:4]([C:11]2[CH:16]=[CH:15][C:14]([Cl:17])=[CH:13][CH:12]=2)[CH:3]=1.[Cl-].[CH:19]1([Zn+])[CH2:21][CH2:20]1.C1COCC1.C1([Mg]Br)CC1.C1COCC1.[NH4+].[Cl-]. The catalyst is C1COCC1.C1C=CC([P]([Pd]([P](C2C=CC=CC=2)(C2C=CC=CC=2)C2C=CC=CC=2)([P](C2C=CC=CC=2)(C2C=CC=CC=2)C2C=CC=CC=2)[P](C2C=CC=CC=2)(C2C=CC=CC=2)C2C=CC=CC=2)(C2C=CC=CC=2)C2C=CC=CC=2)=CC=1.[Cl-].[Zn+2].[Cl-].C1COCC1. The product is [Cl:17][C:14]1[CH:15]=[CH:16][C:11]([C:4]2[CH:3]=[C:2]([CH:19]3[CH2:21][CH2:20]3)[N:7]3[N:8]=[CH:9][CH:10]=[C:6]3[N:5]=2)=[CH:12][CH:13]=1. The yield is 0.690. (3) The reactants are [Cl:1][C:2]1[CH:24]=[C:23]([Cl:25])[CH:22]=[CH:21][C:3]=1[CH2:4][N:5]1[C:9]([CH2:10][CH2:11][C:12]([O:14]CC)=[O:13])=[CH:8][C:7]([O:17][CH:18]([CH3:20])[CH3:19])=[N:6]1.[OH-].[Na+].O1CCCC1.Cl. The catalyst is [Cl-].[Na+].O.CO. The product is [Cl:1][C:2]1[CH:24]=[C:23]([Cl:25])[CH:22]=[CH:21][C:3]=1[CH2:4][N:5]1[C:9]([CH2:10][CH2:11][C:12]([OH:14])=[O:13])=[CH:8][C:7]([O:17][CH:18]([CH3:19])[CH3:20])=[N:6]1. The yield is 0.820. (4) The reactants are [F:1][C:2]1[CH:19]=[CH:18][C:5]([C:6]([NH:8][C:9]2([C:15]([OH:17])=[O:16])[CH2:14][CH2:13][CH2:12][CH2:11][CH2:10]2)=O)=[CH:4][CH:3]=1. The catalyst is C(OC(=O)C)(=O)C. The product is [F:1][C:2]1[CH:19]=[CH:18][C:5]([C:6]2[O:16][C:15](=[O:17])[C:9]3([CH2:14][CH2:13][CH2:12][CH2:11][CH2:10]3)[N:8]=2)=[CH:4][CH:3]=1. The yield is 0.690.